This data is from NCI-60 drug combinations with 297,098 pairs across 59 cell lines. The task is: Regression. Given two drug SMILES strings and cell line genomic features, predict the synergy score measuring deviation from expected non-interaction effect. (1) Drug 1: CC1=C(C=C(C=C1)NC(=O)C2=CC=C(C=C2)CN3CCN(CC3)C)NC4=NC=CC(=N4)C5=CN=CC=C5. Drug 2: C1CN1C2=NC(=NC(=N2)N3CC3)N4CC4. Cell line: A549. Synergy scores: CSS=25.9, Synergy_ZIP=-0.148, Synergy_Bliss=-3.93, Synergy_Loewe=-21.8, Synergy_HSA=-5.88. (2) Drug 1: CS(=O)(=O)CCNCC1=CC=C(O1)C2=CC3=C(C=C2)N=CN=C3NC4=CC(=C(C=C4)OCC5=CC(=CC=C5)F)Cl. Drug 2: CC(C)(C#N)C1=CC(=CC(=C1)CN2C=NC=N2)C(C)(C)C#N. Cell line: SNB-75. Synergy scores: CSS=3.44, Synergy_ZIP=-0.916, Synergy_Bliss=-0.933, Synergy_Loewe=-1.58, Synergy_HSA=-1.76. (3) Drug 1: CCC1(CC2CC(C3=C(CCN(C2)C1)C4=CC=CC=C4N3)(C5=C(C=C6C(=C5)C78CCN9C7C(C=CC9)(C(C(C8N6C=O)(C(=O)OC)O)OC(=O)C)CC)OC)C(=O)OC)O.OS(=O)(=O)O. Drug 2: CC(C)NC(=O)C1=CC=C(C=C1)CNNC.Cl. Cell line: SF-539. Synergy scores: CSS=-1.89, Synergy_ZIP=5.08, Synergy_Bliss=4.06, Synergy_Loewe=-5.30, Synergy_HSA=0.145. (4) Drug 1: C1CCN(CC1)CCOC2=CC=C(C=C2)C(=O)C3=C(SC4=C3C=CC(=C4)O)C5=CC=C(C=C5)O. Drug 2: CC1=C2C(C(=O)C3(C(CC4C(C3C(C(C2(C)C)(CC1OC(=O)C(C(C5=CC=CC=C5)NC(=O)OC(C)(C)C)O)O)OC(=O)C6=CC=CC=C6)(CO4)OC(=O)C)OC)C)OC. Cell line: HCC-2998. Synergy scores: CSS=43.3, Synergy_ZIP=5.98, Synergy_Bliss=4.77, Synergy_Loewe=-28.4, Synergy_HSA=4.82. (5) Drug 2: CC1=C(C=C(C=C1)NC(=O)C2=CC=C(C=C2)CN3CCN(CC3)C)NC4=NC=CC(=N4)C5=CN=CC=C5. Drug 1: CC1C(C(=O)NC(C(=O)N2CCCC2C(=O)N(CC(=O)N(C(C(=O)O1)C(C)C)C)C)C(C)C)NC(=O)C3=C4C(=C(C=C3)C)OC5=C(C(=O)C(=C(C5=N4)C(=O)NC6C(OC(=O)C(N(C(=O)CN(C(=O)C7CCCN7C(=O)C(NC6=O)C(C)C)C)C)C(C)C)C)N)C. Synergy scores: CSS=19.9, Synergy_ZIP=9.81, Synergy_Bliss=13.5, Synergy_Loewe=11.3, Synergy_HSA=13.4. Cell line: NCI-H226. (6) Drug 1: CS(=O)(=O)C1=CC(=C(C=C1)C(=O)NC2=CC(=C(C=C2)Cl)C3=CC=CC=N3)Cl. Drug 2: N.N.Cl[Pt+2]Cl. Cell line: NCI-H522. Synergy scores: CSS=1.68, Synergy_ZIP=-2.09, Synergy_Bliss=-3.14, Synergy_Loewe=-3.86, Synergy_HSA=-3.80. (7) Drug 1: C1=NC2=C(N1)C(=S)N=C(N2)N. Synergy scores: CSS=6.61, Synergy_ZIP=-2.58, Synergy_Bliss=1.13, Synergy_Loewe=1.10, Synergy_HSA=1.21. Drug 2: COCCOC1=C(C=C2C(=C1)C(=NC=N2)NC3=CC=CC(=C3)C#C)OCCOC.Cl. Cell line: SNB-19.